From a dataset of Full USPTO retrosynthesis dataset with 1.9M reactions from patents (1976-2016). Predict the reactants needed to synthesize the given product. Given the product [Si:49]([O:33][C@H:21]1[C:20](=[CH2:34])[C@H:19]([O:18][Si:1]([C:14]([CH3:17])([CH3:16])[CH3:15])([C:2]2[CH:7]=[CH:6][CH:5]=[CH:4][CH:3]=2)[C:8]2[CH:9]=[CH:10][CH:11]=[CH:12][CH:13]=2)[CH2:24][C:23](=[O:25])[CH2:22]1)([C:52]([CH3:55])([CH3:54])[CH3:53])([CH3:51])[CH3:50], predict the reactants needed to synthesize it. The reactants are: [Si:1]([O:18][C@@H:19]1[CH2:24][C@H:23]([O:25][Si](CC)(CC)CC)[CH2:22][C@@H:21]([OH:33])[C:20]1=[CH2:34])([C:14]([CH3:17])([CH3:16])[CH3:15])([C:8]1[CH:13]=[CH:12][CH:11]=[CH:10][CH:9]=1)[C:2]1[CH:7]=[CH:6][CH:5]=[CH:4][CH:3]=1.N1C(C)=CC=CC=1C.FC(F)(F)S(O[Si:49]([C:52]([CH3:55])([CH3:54])[CH3:53])([CH3:51])[CH3:50])(=O)=O.